From a dataset of Forward reaction prediction with 1.9M reactions from USPTO patents (1976-2016). Predict the product of the given reaction. Given the reactants [CH2:1]([S:3]([NH:6][C@@H:7]([C:15]([N:17]1[CH2:31][CH2:30][CH2:29][C@H:18]1[C:19]([O:21]CC1C=CC=CC=1)=[O:20])=[O:16])[CH2:8][C:9]1[CH:14]=[CH:13][CH:12]=[CH:11][CH:10]=1)(=[O:5])=[O:4])[CH3:2], predict the reaction product. The product is: [CH2:1]([S:3]([NH:6][C@@H:7]([C:15]([N:17]1[CH2:31][CH2:30][CH2:29][C@H:18]1[C:19]([OH:21])=[O:20])=[O:16])[CH2:8][C:9]1[CH:14]=[CH:13][CH:12]=[CH:11][CH:10]=1)(=[O:5])=[O:4])[CH3:2].